From a dataset of Full USPTO retrosynthesis dataset with 1.9M reactions from patents (1976-2016). Predict the reactants needed to synthesize the given product. (1) Given the product [Cl:1][C:2]1[C:3]([F:14])=[C:4]([C:8]2([OH:13])[CH2:12][CH2:11][N:10]([CH3:15])[CH2:9]2)[CH:5]=[CH:6][CH:7]=1, predict the reactants needed to synthesize it. The reactants are: [Cl:1][C:2]1[C:3]([F:14])=[C:4]([C:8]2([OH:13])[CH2:12][CH2:11][NH:10][CH2:9]2)[CH:5]=[CH:6][CH:7]=1.[CH2:15]=O. (2) The reactants are: C([O-])(=O)C.[Na+].[CH2:6]([O:8][C:9](=[O:15])[CH:10]([Cl:14])C(=O)C)[CH3:7].[CH2:16]([O:20][C:21]1[CH:27]=[CH:26][C:25]([I:28])=[CH:24][C:22]=1[NH2:23])[CH2:17][C:18]#[CH:19].[N:29]([O-])=O.[Na+]. Given the product [CH2:16]([O:20][C:21]1[CH:27]=[CH:26][C:25]([I:28])=[CH:24][C:22]=1[NH:23][N:29]=[C:10]([Cl:14])[C:9]([O:8][CH2:6][CH3:7])=[O:15])[CH2:17][C:18]#[CH:19], predict the reactants needed to synthesize it. (3) Given the product [CH:2]([CH:3]1[CH2:8][CH2:7][N:6]([C:9]([O:11][C:12]([CH3:15])([CH3:14])[CH3:13])=[O:10])[CH2:5][CH2:4]1)=[O:1], predict the reactants needed to synthesize it. The reactants are: [OH:1][CH2:2][CH:3]1[CH2:8][CH2:7][N:6]([C:9]([O:11][C:12]([CH3:15])([CH3:14])[CH3:13])=[O:10])[CH2:5][CH2:4]1.C1C=C[NH+]=CC=1.[O-][Cr](Cl)(=O)=O.